The task is: Predict the product of the given reaction.. This data is from Forward reaction prediction with 1.9M reactions from USPTO patents (1976-2016). (1) Given the reactants [Cl:1][C:2]1[C:11]2[C:6](=[C:7]([CH3:12])[CH:8]=[CH:9][CH:10]=2)[C:5]([C:13]([OH:15])=O)=[CH:4][N:3]=1.[CH2:16]1[C:19]2([CH2:24][CH2:23][CH2:22][NH:21][CH2:20]2)[CH2:18][O:17]1, predict the reaction product. The product is: [Cl:1][C:2]1[C:11]2[C:6](=[C:7]([CH3:12])[CH:8]=[CH:9][CH:10]=2)[C:5]([C:13]([N:21]2[CH2:22][CH2:23][CH2:24][C:19]3([CH2:16][O:17][CH2:18]3)[CH2:20]2)=[O:15])=[CH:4][N:3]=1. (2) Given the reactants [Cl:1][C:2]1[C:7]([C:8](Cl)=[O:9])=[C:6]([Cl:11])[CH:5]=[C:4]([CH3:12])[N:3]=1.Cl.[NH2:14][CH2:15][C:16]1[C:21]([Cl:22])=[CH:20][C:19]([C:23]([F:26])([F:25])[F:24])=[CH:18][N:17]=1.C(N(CC)CC)C, predict the reaction product. The product is: [Cl:1][C:2]1[C:7]([C:8]([NH:14][CH2:15][C:16]2[C:21]([Cl:22])=[CH:20][C:19]([C:23]([F:26])([F:25])[F:24])=[CH:18][N:17]=2)=[O:9])=[C:6]([Cl:11])[CH:5]=[C:4]([CH3:12])[N:3]=1. (3) The product is: [CH2:12]([O:19][C:20]1[CH:25]=[C:24]([CH2:26][CH3:27])[CH:23]=[CH:22][C:21]=1[OH:2])[C:13]1[CH:18]=[CH:17][CH:16]=[CH:15][CH:14]=1. Given the reactants C[O:2]S(C1C=CC=CC=1)(=O)=O.[CH2:12]([O:19][C:20]1[CH:25]=[C:24]([CH2:26][CH3:27])[CH:23]=[CH:22][C:21]=1C1C=C(C)C=CC=1S(O)(=O)=O)[C:13]1[CH:18]=[CH:17][CH:16]=[CH:15][CH:14]=1.[Mg].Cl, predict the reaction product. (4) The product is: [Br:1][C:2]1[CH:7]=[CH:6][CH:5]=[CH:4][C:3]=1[CH2:8][C:9]1[N:18]([C:12]2[CH:13]=[CH:14][CH:15]=[CH:16][CH:17]=2)[C:19](=[S:22])[NH:20][N:21]=1. Given the reactants [Br:1][C:2]1[CH:7]=[CH:6][CH:5]=[CH:4][C:3]=1[CH2:8][C:9](O)=O.[C:12]1([NH:18][C:19](=[S:22])[NH:20][NH2:21])[CH:17]=[CH:16][CH:15]=[CH:14][CH:13]=1, predict the reaction product.